The task is: Regression. Given two drug SMILES strings and cell line genomic features, predict the synergy score measuring deviation from expected non-interaction effect.. This data is from NCI-60 drug combinations with 297,098 pairs across 59 cell lines. (1) Drug 1: CC1=C2C(C(=O)C3(C(CC4C(C3C(C(C2(C)C)(CC1OC(=O)C(C(C5=CC=CC=C5)NC(=O)C6=CC=CC=C6)O)O)OC(=O)C7=CC=CC=C7)(CO4)OC(=O)C)O)C)OC(=O)C. Drug 2: C1CCC(C(C1)N)N.C(=O)(C(=O)[O-])[O-].[Pt+4]. Cell line: NCI-H322M. Synergy scores: CSS=44.2, Synergy_ZIP=4.29, Synergy_Bliss=3.30, Synergy_Loewe=-44.0, Synergy_HSA=2.33. (2) Drug 1: CC1C(C(CC(O1)OC2CC(OC(C2O)C)OC3=CC4=CC5=C(C(=O)C(C(C5)C(C(=O)C(C(C)O)O)OC)OC6CC(C(C(O6)C)O)OC7CC(C(C(O7)C)O)OC8CC(C(C(O8)C)O)(C)O)C(=C4C(=C3C)O)O)O)O. Drug 2: C1=NNC2=C1C(=O)NC=N2. Cell line: SN12C. Synergy scores: CSS=18.2, Synergy_ZIP=-0.718, Synergy_Bliss=-1.59, Synergy_Loewe=-41.0, Synergy_HSA=-1.09.